This data is from Catalyst prediction with 721,799 reactions and 888 catalyst types from USPTO. The task is: Predict which catalyst facilitates the given reaction. (1) Reactant: [CH3:1][O:2][C:3]1[CH:8]=[CH:7][C:6]([NH:9][NH2:10])=[CH:5][CH:4]=1.C(O[CH:14]=[C:15]([C:21](=[O:26])[C:22]([F:25])([F:24])[F:23])[C:16]([O:18][CH2:19][CH3:20])=[O:17])C.C(N(CC)CC)C. Product: [C:21]([OH:26])([C:22]([F:25])([F:24])[F:23])=[O:2].[CH3:1][O:2][C:3]1[CH:8]=[CH:7][C:6]([N:9]2[C:21]([C:22]([F:23])([F:24])[F:25])=[C:15]([C:16]([O:18][CH2:19][CH3:20])=[O:17])[CH:14]=[N:10]2)=[CH:5][CH:4]=1. The catalyst class is: 10. (2) The catalyst class is: 556. Reactant: [C:1]1([S:7][CH:8]=[CH:9][C:10]([OH:12])=O)[CH:6]=[CH:5][CH:4]=[CH:3][CH:2]=1.[NH2:13][C:14]1[S:18][C:17]([S:19][CH3:20])=[N:16][CH:15]=1. Product: [CH3:20][S:19][C:17]1[S:18][C:14]([NH:13][C:10](=[O:12])[CH:9]=[CH:8][S:7][C:1]2[CH:2]=[CH:3][CH:4]=[CH:5][CH:6]=2)=[CH:15][N:16]=1. (3) Reactant: C1(C[N:8]2[CH2:13][CH2:12][CH:11]([C:14]3[CH:19]=[CH:18][C:17]([NH:20][C:21]([C:23]4[C:24]([C:29]5[CH:34]=[CH:33][CH:32]=[CH:31][CH:30]=5)=[CH:25][CH:26]=[CH:27][CH:28]=4)=[O:22])=[CH:16][CH:15]=3)[CH2:10][CH2:9]2)C=CC=CC=1.[H][H]. Product: [NH:8]1[CH2:13][CH2:12][CH:11]([C:14]2[CH:15]=[CH:16][C:17]([NH:20][C:21]([C:23]3[C:24]([C:29]4[CH:34]=[CH:33][CH:32]=[CH:31][CH:30]=4)=[CH:25][CH:26]=[CH:27][CH:28]=3)=[O:22])=[CH:18][CH:19]=2)[CH2:10][CH2:9]1. The catalyst class is: 19. (4) Reactant: [CH:1]([O:4][C:5]1[C:9]([C:10]([NH:12][CH2:13][C:14]2[CH:19]=[CH:18][C:17]([C:20]([F:23])([F:22])[F:21])=[CH:16][CH:15]=2)=[O:11])=[CH:8][N:7]([CH2:24][C:25](OCC)=[O:26])[N:6]=1)([CH3:3])[CH3:2].O1CCCC1CCO.[BH4-].[Na+]. Product: [OH:26][CH2:25][CH2:24][N:7]1[CH:8]=[C:9]([C:10]([NH:12][CH2:13][C:14]2[CH:19]=[CH:18][C:17]([C:20]([F:22])([F:21])[F:23])=[CH:16][CH:15]=2)=[O:11])[C:5]([O:4][CH:1]([CH3:3])[CH3:2])=[N:6]1. The catalyst class is: 6. (5) Reactant: [OH:1][C:2]1([CH2:7][C:8](OC(C)(C)C)=[O:9])[CH2:6][CH2:5][CH2:4][CH2:3]1.[H-].[Al+3].[Li+].[H-].[H-].[H-]. Product: [OH:9][CH2:8][CH2:7][C:2]1([OH:1])[CH2:6][CH2:5][CH2:4][CH2:3]1. The catalyst class is: 1. (6) Reactant: O.[OH:2][CH2:3][C@H:4]([NH:6][C:7](=[O:13])[O:8][C:9]([CH3:12])([CH3:11])[CH3:10])[CH3:5].CC(OI1(OC(C)=O)(OC(C)=O)OC(=O)C2C=CC=CC1=2)=O. Product: [O:2]=[CH:3][C@H:4]([NH:6][C:7](=[O:13])[O:8][C:9]([CH3:12])([CH3:11])[CH3:10])[CH3:5]. The catalyst class is: 343. (7) Reactant: CC1(C)C(C)(C)OB([C:9]2[CH:17]=[C:16]3[C:12]([CH2:13][O:14][C:15]3=[O:18])=[CH:11][CH:10]=2)O1.Cl[C:21]1[N:26]=[C:25]([NH:27][C:28]([C:30]2([C:33]3[CH:43]=[CH:42][C:36]4[O:37][C:38]([F:41])([F:40])[O:39][C:35]=4[CH:34]=3)[CH2:32][CH2:31]2)=[O:29])[CH:24]=[CH:23][C:22]=1[CH3:44].C([O-])([O-])=O.[Na+].[Na+]. Product: [F:41][C:38]1([F:40])[O:37][C:36]2[CH:42]=[CH:43][C:33]([C:30]3([C:28]([NH:27][C:25]4[CH:24]=[CH:23][C:22]([CH3:44])=[C:21]([C:9]5[CH:17]=[C:16]6[C:12](=[CH:11][CH:10]=5)[CH2:13][O:14][C:15]6=[O:18])[N:26]=4)=[O:29])[CH2:32][CH2:31]3)=[CH:34][C:35]=2[O:39]1. The catalyst class is: 276.